This data is from Peptide-MHC class I binding affinity with 185,985 pairs from IEDB/IMGT. The task is: Regression. Given a peptide amino acid sequence and an MHC pseudo amino acid sequence, predict their binding affinity value. This is MHC class I binding data. (1) The peptide sequence is DEPASTEPVHDQLL. The MHC is HLA-A33:01 with pseudo-sequence HLA-A33:01. The binding affinity (normalized) is 0. (2) The peptide sequence is IQYRQQLEL. The MHC is HLA-A02:03 with pseudo-sequence HLA-A02:03. The binding affinity (normalized) is 0.648. (3) The peptide sequence is STSQKSIVAY. The MHC is HLA-A30:02 with pseudo-sequence HLA-A30:02. The binding affinity (normalized) is 0.737. (4) The peptide sequence is TSAFNKKT. The MHC is H-2-Db with pseudo-sequence H-2-Db. The binding affinity (normalized) is 0.